This data is from Forward reaction prediction with 1.9M reactions from USPTO patents (1976-2016). The task is: Predict the product of the given reaction. (1) Given the reactants [CH3:1][C:2]1[O:6][N:5]=[C:4]([C:7]2[CH:12]=[CH:11][N:10]=[CH:9][CH:8]=2)[C:3]=1[CH2:13][O:14][C:15]1[CH:23]=[CH:22][C:18]([C:19]([OH:21])=O)=[CH:17][N:16]=1.COC(=O)C1C=CC(OCC2C(C3C=CC=C(F)C=3)=NOC=2C)=NC=1.[F:49][C:50]([F:54])([F:53])[CH2:51][NH2:52], predict the reaction product. The product is: [CH3:1][C:2]1[O:6][N:5]=[C:4]([C:7]2[CH:8]=[CH:9][N:10]=[CH:11][CH:12]=2)[C:3]=1[CH2:13][O:14][C:15]1[CH:23]=[CH:22][C:18]([C:19]([NH:52][CH2:51][C:50]([F:54])([F:53])[F:49])=[O:21])=[CH:17][N:16]=1. (2) The product is: [Cl:15][C:16]1[CH:21]=[CH:20][C:19]([CH2:22][S:23][C:2]2[CH:7]=[CH:6][NH:5][C:4](=[O:8])[CH:3]=2)=[CH:18][CH:17]=1. Given the reactants Cl[C:2]1[CH:7]=[CH:6][NH:5][C:4](=[O:8])[CH:3]=1.C([O-])([O-])=O.[K+].[K+].[Cl:15][C:16]1[CH:21]=[CH:20][C:19]([CH2:22][SH:23])=[CH:18][CH:17]=1, predict the reaction product. (3) Given the reactants [OH-].[Na+].[NH2:3][C:4]1[C:9]([F:10])=[C:8]([C:11]2[CH:19]=[CH:18][C:14]3=[N:15][O:16][N:17]=[C:13]3[CH:12]=2)[N:7]=[C:6]([C:20]([O:22]C)=[O:21])[C:5]=1[Cl:24].Cl, predict the reaction product. The product is: [NH2:3][C:4]1[C:9]([F:10])=[C:8]([C:11]2[CH:19]=[CH:18][C:14]3=[N:15][O:16][N:17]=[C:13]3[CH:12]=2)[N:7]=[C:6]([C:20]([OH:22])=[O:21])[C:5]=1[Cl:24]. (4) Given the reactants [NH2:1][C:2](=[N:16][OH:17])[CH:3]1[CH2:8][CH2:7][N:6]([C:9]([O:11][C:12]([CH3:15])([CH3:14])[CH3:13])=[O:10])[CH2:5][CH2:4]1.[F:18][C:19]1[CH:20]=[C:21]([CH:25]=[C:26]([F:28])[CH:27]=1)[C:22](Cl)=O.C(N(CC)CC)C.C(OCC)(=O)C, predict the reaction product. The product is: [F:18][C:19]1[CH:20]=[C:21]([C:22]2[O:17][N:16]=[C:2]([CH:3]3[CH2:4][CH2:5][N:6]([C:9]([O:11][C:12]([CH3:14])([CH3:13])[CH3:15])=[O:10])[CH2:7][CH2:8]3)[N:1]=2)[CH:25]=[C:26]([F:28])[CH:27]=1.